This data is from Full USPTO retrosynthesis dataset with 1.9M reactions from patents (1976-2016). The task is: Predict the reactants needed to synthesize the given product. (1) Given the product [CH3:21][C:22]([CH3:28])([CH3:27])[CH2:23][CH2:24][CH2:25][NH:26][CH2:1][C:3]1[CH:18]=[CH:17][C:6]([O:7][C:8]2[N:9]=[CH:10][C:11]([C:14]([NH2:16])=[O:15])=[N:12][CH:13]=2)=[C:5]([O:19][CH3:20])[CH:4]=1, predict the reactants needed to synthesize it. The reactants are: [CH:1]([C:3]1[CH:18]=[CH:17][C:6]([O:7][C:8]2[N:9]=[CH:10][C:11]([C:14]([NH2:16])=[O:15])=[N:12][CH:13]=2)=[C:5]([O:19][CH3:20])[CH:4]=1)=O.[CH3:21][C:22]([CH3:28])([CH3:27])[CH2:23][CH2:24][CH2:25][NH2:26].[BH4-].[Na+]. (2) Given the product [Cl:6][C:7]1[CH:15]=[C:14]2[C:10]([CH:11]([CH3:2])[C:12](=[O:16])[NH:13]2)=[CH:9][CH:8]=1, predict the reactants needed to synthesize it. The reactants are: [Li][CH2:2]CCC.[Cl:6][C:7]1[CH:15]=[C:14]2[C:10]([CH2:11][C:12](=[O:16])[NH:13]2)=[CH:9][CH:8]=1.CN(CCN(C)C)C.CI. (3) Given the product [ClH:1].[Cl-:1].[CH3:2][NH+:3]1[CH:7]=[CH:6][N:5]([CH:8]2[CH2:12][CH2:11][N:10]([C:13]3[CH:18]=[CH:17][C:16]([NH2:19])=[CH:15][CH:14]=3)[CH2:9]2)[CH2:4]1, predict the reactants needed to synthesize it. The reactants are: [Cl-:1].[CH3:2][N+:3]1[CH:7]=[CH:6][N:5]([CH:8]2[CH2:12][CH2:11][N:10]([C:13]3[CH:18]=[CH:17][C:16]([N+:19]([O-])=O)=[CH:15][CH:14]=3)[CH2:9]2)[CH:4]=1. (4) Given the product [F:8][C:6]1[CH:5]=[C:4]([C:9]2[C:10]([CH:19]([NH:21][C:22]3[N:30]=[CH:29][N:28]=[C:27]4[C:23]=3[N:24]=[CH:25][NH:26]4)[CH3:20])=[N:11][C:12]3[C:17]([N:18]=2)=[CH:16][CH:15]=[CH:14][CH:13]=3)[CH:3]=[C:2]([F:1])[CH:7]=1, predict the reactants needed to synthesize it. The reactants are: [F:1][C:2]1[CH:3]=[C:4]([C:9]2[C:10]([CH:19]([NH:21][C:22]3[N:30]=[CH:29][N:28]=[C:27]4[C:23]=3[N:24]=[CH:25][N:26]4C3CCCCO3)[CH3:20])=[N:11][C:12]3[C:17]([N:18]=2)=[CH:16][CH:15]=[CH:14][CH:13]=3)[CH:5]=[C:6]([F:8])[CH:7]=1.C(O)(C(F)(F)F)=O. (5) Given the product [CH:12](=[C:2]1[CH2:3][CH2:4][C:5]2[C:10](=[CH:9][CH:8]=[CH:7][CH:6]=2)[C:1]1=[O:11])[C:13]1[CH:18]=[CH:17][CH:16]=[CH:15][CH:14]=1, predict the reactants needed to synthesize it. The reactants are: [C:1]1(=[O:11])[C:10]2[C:5](=[CH:6][CH:7]=[CH:8][CH:9]=2)[CH2:4][CH2:3][CH2:2]1.[CH:12](=O)[C:13]1[CH:18]=[CH:17][CH:16]=[CH:15][CH:14]=1.[OH-].[K+]. (6) The reactants are: C(OC([NH:8][CH2:9][C:10]1[CH:15]=[CH:14][C:13]([C:16]2[NH:20][C:19](=[O:21])[O:18][N:17]=2)=[CH:12][CH:11]=1)=O)(C)(C)C.[ClH:22].C(OCC)(=O)C. Given the product [ClH:22].[NH2:8][CH2:9][C:10]1[CH:11]=[CH:12][C:13]([C:16]2[NH:20][C:19](=[O:21])[O:18][N:17]=2)=[CH:14][CH:15]=1, predict the reactants needed to synthesize it. (7) Given the product [CH3:2][N:3]1[C:7]([CH3:8])=[CH:6][C:5]([C:9]2[CH:10]=[CH:11][C:12]([O:13][CH2:14][CH:15]3[CH:20]([NH:21][S:32]([CH3:31])(=[O:34])=[O:33])[CH2:19][CH2:18][O:17][CH2:16]3)=[CH:22][CH:23]=2)=[N:4]1, predict the reactants needed to synthesize it. The reactants are: Cl.[CH3:2][N:3]1[C:7]([CH3:8])=[CH:6][C:5]([C:9]2[CH:23]=[CH:22][C:12]([O:13][CH2:14][CH:15]3[CH:20]([NH2:21])[CH2:19][CH2:18][O:17][CH2:16]3)=[CH:11][CH:10]=2)=[N:4]1.CCN(CC)CC.[CH3:31][S:32](Cl)(=[O:34])=[O:33].